From a dataset of Full USPTO retrosynthesis dataset with 1.9M reactions from patents (1976-2016). Predict the reactants needed to synthesize the given product. (1) Given the product [Cl:4][C:5]1[CH:10]=[C:9]([C:11]2[CH2:12][C:13]([C:20]3[CH:25]=[C:24]([Cl:26])[CH:23]=[C:22]([Cl:27])[CH:21]=3)([C:16]([F:17])([F:18])[F:19])[O:14][CH:15]=2)[CH:8]=[CH:7][C:6]=1[CH2:28][NH2:29], predict the reactants needed to synthesize it. The reactants are: O.NN.[Cl:4][C:5]1[CH:10]=[C:9]([C:11]2[CH2:12][C:13]([C:20]3[CH:25]=[C:24]([Cl:26])[CH:23]=[C:22]([Cl:27])[CH:21]=3)([C:16]([F:19])([F:18])[F:17])[O:14][CH:15]=2)[CH:8]=[CH:7][C:6]=1[CH2:28][N:29]1C(=O)C2C(=CC=CC=2)C1=O. (2) Given the product [CH3:1][C:2]1[CH:3]=[CH:4][C:5]2[N:6]([CH:8]([C:18](=[O:22])[C:19]([Cl:21])=[O:20])[CH:9]([C:11]3[CH:16]=[CH:15][C:14]([CH3:17])=[CH:13][CH:12]=3)[N:10]=2)[CH:7]=1, predict the reactants needed to synthesize it. The reactants are: [CH3:1][C:2]1[CH:3]=[CH:4][C:5]2[N:6]([CH:8]=[C:9]([C:11]3[CH:16]=[CH:15][C:14]([CH3:17])=[CH:13][CH:12]=3)[N:10]=2)[CH:7]=1.[C:18](Cl)(=[O:22])[C:19]([Cl:21])=[O:20]. (3) Given the product [Cl:1][C:2]1[CH:3]=[C:4]([NH:9][C:10]2[C:19]3[C:14](=[CH:15][C:16]([O:21][CH3:22])=[C:17]([O:20][CH2:30][CH2:31][CH2:32][N:33]4[CH2:38][CH2:37][C:36]5[N:39]([CH3:43])[N:40]=[C:41]([CH3:42])[C:35]=5[CH2:34]4)[CH:18]=3)[N:13]=[CH:12][N:11]=2)[CH:5]=[CH:6][C:7]=1[F:8], predict the reactants needed to synthesize it. The reactants are: [Cl:1][C:2]1[CH:3]=[C:4]([NH:9][C:10]2[C:19]3[C:14](=[CH:15][C:16]([O:21][CH3:22])=[C:17]([OH:20])[CH:18]=3)[N:13]=[CH:12][N:11]=2)[CH:5]=[CH:6][C:7]=1[F:8].C([O-])([O-])=O.[K+].[K+].Cl[CH2:30][CH2:31][CH2:32][N:33]1[CH2:38][CH2:37][C:36]2[N:39]([CH3:43])[N:40]=[C:41]([CH3:42])[C:35]=2[CH2:34]1. (4) Given the product [C:1]([O:5][C:6]([N:8]1[C:9]([C:13]2[CH:14]=[CH:15][C:16]3[NH:22][C:21](=[O:23])[CH2:20][O:19][CH:18]([CH3:24])[C:17]=3[CH:25]=2)=[CH:10][CH:11]=[C:12]1[C:31]#[N:30])=[O:7])([CH3:4])([CH3:2])[CH3:3], predict the reactants needed to synthesize it. The reactants are: [C:1]([O:5][C:6]([N:8]1[CH:12]=[CH:11][CH:10]=[C:9]1[C:13]1[CH:14]=[CH:15][C:16]2[NH:22][C:21](=[O:23])[CH2:20][O:19][CH:18]([CH3:24])[C:17]=2[CH:25]=1)=[O:7])([CH3:4])([CH3:3])[CH3:2].ClS([N:30]=[C:31]=O)(=O)=O. (5) Given the product [F:1][C:2]1[CH:3]=[C:4]([CH:8]=[CH:9][CH:10]=1)[CH2:5][CH2:6][C:11]#[N:12], predict the reactants needed to synthesize it. The reactants are: [F:1][C:2]1[CH:3]=[C:4]([CH:8]=[CH:9][CH:10]=1)[CH2:5][CH2:6]Br.[C-:11]#[N:12].[Na+]. (6) Given the product [F:26][C:20]1[CH:21]=[C:22]([I:25])[CH:23]=[CH:24][C:19]=1[NH:18][C:14]1[C:15]2[C:16](=[O:17])[C:7]([C:5]([OH:6])=[O:4])=[CH:8][N:9]([CH3:29])[C:10]=2[N:11]([CH3:28])[C:12](=[O:27])[CH:13]=1, predict the reactants needed to synthesize it. The reactants are: [Li+].[OH-].C[O:4][C:5]([C:7]1[C:16](=[O:17])[C:15]2[C:14]([NH:18][C:19]3[CH:24]=[CH:23][C:22]([I:25])=[CH:21][C:20]=3[F:26])=[CH:13][C:12](=[O:27])[N:11]([CH3:28])[C:10]=2[N:9]([CH3:29])[CH:8]=1)=[O:6].